Dataset: Forward reaction prediction with 1.9M reactions from USPTO patents (1976-2016). Task: Predict the product of the given reaction. (1) Given the reactants [CH3:1][C@H:2]1[NH:7][C@@H:6]([CH3:8])[CH2:5][N:4]([C:9]2[CH:14]=[CH:13][C:12]([O:15][CH3:16])=[C:11]([N+:17]([O-])=O)[CH:10]=2)[CH2:3]1.[H][H].[ClH:22].O1CCOCC1, predict the reaction product. The product is: [ClH:22].[ClH:22].[ClH:22].[CH3:8][C@H:6]1[NH:7][C@@H:2]([CH3:1])[CH2:3][N:4]([C:9]2[CH:14]=[CH:13][C:12]([O:15][CH3:16])=[C:11]([CH:10]=2)[NH2:17])[CH2:5]1. (2) Given the reactants [CH3:1][O:2][C:3](=[O:22])[C:4]1[CH:9]=[CH:8][CH:7]=[C:6]([S:10][C:11]2[C:19]3[C:14](=[CH:15][C:16]([Cl:20])=[CH:17][CH:18]=3)[NH:13][C:12]=2[CH3:21])[CH:5]=1.Cl.Cl[CH2:25][C:26]1[C:31]([CH3:32])=[C:30]([O:33][CH3:34])[C:29]([CH3:35])=[CH:28][N:27]=1, predict the reaction product. The product is: [CH3:1][O:2][C:3](=[O:22])[C:4]1[CH:9]=[CH:8][CH:7]=[C:6]([S:10][C:11]2[C:19]3[C:14](=[CH:15][C:16]([Cl:20])=[CH:17][CH:18]=3)[N:13]([CH2:25][C:26]3[C:31]([CH3:32])=[C:30]([O:33][CH3:34])[C:29]([CH3:35])=[CH:28][N:27]=3)[C:12]=2[CH3:21])[CH:5]=1.